Dataset: Forward reaction prediction with 1.9M reactions from USPTO patents (1976-2016). Task: Predict the product of the given reaction. Given the reactants [CH2:1]([C@H:3]1[C:7]2=[N:8][CH:9]=[C:10]([C:12](=[O:29])[NH:13][C@H:14]([C:18]3[CH:23]=[CH:22][C:21]([S:24]([CH2:27][CH3:28])(=[O:26])=[O:25])=[CH:20][CH:19]=3)[CH2:15][O:16][CH3:17])[CH:11]=[C:6]2[CH2:5][N:4]1C(OC(C)(C)C)=O)[CH3:2].Cl.C(OCC)(=O)C, predict the reaction product. The product is: [CH2:1]([C@H:3]1[C:7]2=[N:8][CH:9]=[C:10]([C:12]([NH:13][C@H:14]([C:18]3[CH:19]=[CH:20][C:21]([S:24]([CH2:27][CH3:28])(=[O:26])=[O:25])=[CH:22][CH:23]=3)[CH2:15][O:16][CH3:17])=[O:29])[CH:11]=[C:6]2[CH2:5][NH:4]1)[CH3:2].